Task: Predict the reaction yield, written as a fraction of the theoretical maximum amount of product (1.0 means a 100% yield; for example, 0.34 means a 34% yield).. Dataset: Reaction yield outcomes from USPTO patents with 853,638 reactions (1) The reactants are [C:1]1([C:33]2[CH:38]=[CH:37][CH:36]=[CH:35][CH:34]=2)[CH:6]=[CH:5][C:4]([S:7]([N:10]([C:26]2[O:30][N:29]=[C:28]([CH3:31])[C:27]=2[Br:32])S(C2C=CC(C3C=CC=CC=3)=CC=2)(=O)=O)(=[O:9])=[O:8])=[CH:3][CH:2]=1.[OH-].[Na+]. The catalyst is O1CCCC1. The product is [Br:32][C:27]1[C:28]([CH3:31])=[N:29][O:30][C:26]=1[NH:10][S:7]([C:4]1[CH:3]=[CH:2][C:1]([C:33]2[CH:38]=[CH:37][CH:36]=[CH:35][CH:34]=2)=[CH:6][CH:5]=1)(=[O:8])=[O:9]. The yield is 0.940. (2) The reactants are [F:1][C:2]([F:40])([F:39])[C:3]1[CH:4]=[C:5]([CH:32]=[C:33]([C:35]([F:38])([F:37])[F:36])[CH:34]=1)[CH2:6][N:7]([CH2:11][C:12]1[CH:13]=[C:14]2[C:29]([CH3:30])=[N:28][N:27]([CH3:31])[C:15]2=[N:16][C:17]=1[N:18]([CH2:21][CH:22]1[CH2:26][CH2:25][CH2:24][CH2:23]1)[CH2:19][CH3:20])[C:8]([NH2:10])=[O:9]. The catalyst is C(O)(C)(C)C. The product is [F:40][C:2]([F:39])([F:1])[C:3]1[CH:4]=[C:5]([CH:32]=[C:33]([C:35]([F:37])([F:38])[F:36])[CH:34]=1)[CH2:6][N:7]([CH2:11][C:12]1[CH:13]=[C:14]2[C:29]([CH3:30])=[N:28][N:27]([CH3:31])[C:15]2=[N:16][C:17]=1[N:18]([CH2:21][CH:22]1[CH2:26][CH2:25][CH2:24][CH2:23]1)[CH2:19][CH3:20])[C:8]1[O:9][CH:34]=[C:3]([C:2]([F:40])([F:39])[F:1])[N:10]=1. The yield is 0.200. (3) The reactants are [C:1]([O:5][C:6](=[O:18])[NH:7][CH2:8][C:9]1[CH:14]=[CH:13][C:12]([N+:15]([O-])=O)=[CH:11][CH:10]=1)([CH3:4])([CH3:3])[CH3:2].C([O-])=O.[NH4+].O. The catalyst is [Fe].C1(C)C=CC=CC=1. The product is [C:1]([O:5][C:6](=[O:18])[NH:7][CH2:8][C:9]1[CH:10]=[CH:11][C:12]([NH2:15])=[CH:13][CH:14]=1)([CH3:4])([CH3:2])[CH3:3]. The yield is 0.900. (4) The reactants are [ClH:1].Cl[C:3]1[CH:18]=[CH:17][C:6]([CH2:7][N:8](CC)[CH:9]2[CH2:14][CH2:13][NH:12][CH2:11][CH2:10]2)=[CH:5][CH:4]=1.C([O-])([O-])=O.[K+].[K+].Br[CH2:26][CH2:27][CH:28]=[C:29]1[C:35]2[CH:36]=[CH:37][CH:38]=[N:39][C:34]=2[CH2:33][O:32][C:31]2[CH:40]=[CH:41][C:42]([C:44]([OH:47])([CH3:46])[CH3:45])=[CH:43][C:30]1=2.[C:48](#N)[CH3:49].O. No catalyst specified. The product is [Cl:1][C:5]1[CH:4]=[CH:3][C:18]([CH2:17][CH2:6][CH2:7][NH:8][CH:9]2[CH2:10][CH2:11][N:12]([CH2:26][CH2:27][CH:28]=[C:29]3[C:35]4[CH:36]=[CH:37][CH:38]=[N:39][C:34]=4[CH2:33][O:32][C:31]4[CH:40]=[CH:41][C:42]([C:44]([OH:47])([CH3:46])[CH3:45])=[CH:43][C:30]3=4)[CH2:13][CH2:14]2)=[CH:49][CH:48]=1. The yield is 0.600.